From a dataset of Full USPTO retrosynthesis dataset with 1.9M reactions from patents (1976-2016). Predict the reactants needed to synthesize the given product. (1) Given the product [ClH:6].[CH3:9][N:8]([CH2:10][CH:11]1[CH:17]([C:18]2[CH:19]=[C:20]([OH:24])[CH:21]=[CH:22][CH:23]=2)[CH2:16][CH:15]2[CH2:25][CH:12]1[CH2:13][CH2:14]2)[CH3:7], predict the reactants needed to synthesize it. The reactants are: O.C[Si]([Cl:6])(C)C.[CH3:7][N:8]([CH2:10][CH:11]1[CH:17]([C:18]2[CH:19]=[C:20]([OH:24])[CH:21]=[CH:22][CH:23]=2)[CH2:16][CH:15]2[CH2:25][CH:12]1[CH2:13][CH2:14]2)[CH3:9]. (2) Given the product [N:1]1[C:10]2[C:5](=[CH:6][CH:7]=[CH:8][CH:9]=2)[CH:4]=[C:3]([C:11]#[C:12][CH:13]=[O:14])[CH:2]=1, predict the reactants needed to synthesize it. The reactants are: [N:1]1[C:10]2[C:5](=[CH:6][CH:7]=[CH:8][CH:9]=2)[CH:4]=[C:3]([C:11]#[C:12][CH2:13][OH:14])[CH:2]=1.CC(OI1(OC(C)=O)(OC(C)=O)OC(=O)C2C=CC=CC1=2)=O.